From a dataset of Forward reaction prediction with 1.9M reactions from USPTO patents (1976-2016). Predict the product of the given reaction. Given the reactants P([O-])([O-])([O-])=O.[K+].[K+].[K+].[F:9][C:10]1[CH:15]=[CH:14][C:13](B(O)O)=[CH:12][CH:11]=1.C1(P(C2CCCCC2)C2CCCCC2)CCCCC1.Br[C:39]1[C:49]([O:50][CH2:51][CH3:52])=[CH:48][C:42]([C:43]([O:45][CH2:46][CH3:47])=[O:44])=[CH:41][C:40]=1[O:53][CH2:54][CH3:55], predict the reaction product. The product is: [CH2:54]([O:53][C:40]1[CH:41]=[C:42]([C:43]([O:45][CH2:46][CH3:47])=[O:44])[CH:48]=[C:49]([O:50][CH2:51][CH3:52])[C:39]=1[C:13]1[CH:14]=[CH:15][C:10]([F:9])=[CH:11][CH:12]=1)[CH3:55].